This data is from Experimentally validated miRNA-target interactions with 360,000+ pairs, plus equal number of negative samples. The task is: Binary Classification. Given a miRNA mature sequence and a target amino acid sequence, predict their likelihood of interaction. (1) The miRNA is hsa-miR-4732-3p with sequence GCCCUGACCUGUCCUGUUCUG. The protein sequence of the target gene is MKETDQMQSLEGSGAERSVGTQTGSMTGQIPRLSKVNLFTLLSLWMELFPGVEAQGQKSQKTEEESRGPLGDNEELTRVSTEKKQVKKTGLVVVKNMKIIGLHCSSEDLHTGQIALIKHGSRLKNCDLYFSRKPCSACLKMIVNAGVNRISYWPSDPEISLLTEASSSEDAKLDAKAAERLKSNSRAHVCVLLQPLVCYMVQFVEETSYKCDFIQKTAKALPGADTDFYSECKQERIKEYEMLFLVSNEERHKQILMTIGLESLCEDPYFSNLRQNMKDLILLLATVASSVPNLKHFGFY.... Result: 0 (no interaction). (2) The miRNA is hsa-miR-1236-5p with sequence UGAGUGACAGGGGAAAUGGGGA. The protein sequence of the target gene is MKLPIFIADAFTATAFRGNPAAVCLLERTLDEDAHQDIAREMNLSETAFVRKLQPTDDFTQSSRFGLRWFTPEAEFPLCGHATLASAAVLFQKRKNTNSTLTFVTMSGELKARREEDGIVLDFPVYPTFPQDFHEVEDLIKAAIGDTLVQDIRYSPDTKNLLVRLSDSYDRSFLESLKVNTEPLPAIEKTGKVRGLILTVKGEPGGQTALYDFYSRCFAPWVGVAEDPVTGSTHTLLGPYWSEELGKKEMRAFQCSRRGGELDINLRPDGRVDIKGGAVIVLEGTLTA. Result: 0 (no interaction). (3) The miRNA is hsa-miR-8485 with sequence CACACACACACACACACGUAU. The protein sequence of the target gene is MEHFLLEVAAAPLRLIAAKNEKSRSELGRFLAKQVWTPQDRQCVLSTLAQLLLDKDCTVLVGRQLRPLLLDLLERNAEAIKAGGQINHDLHERLCVSMSKLIGNHPDVLPFALRYFKDTSPVFQRLFLESSDANPVRYGRRRMKLRDLMEAAFKFLQQEQSVFRELWDWSVCVPLLRSHDTLVRWYTANCLALVTCMNEEHKLSFLKKIFNSDELIHFRLRLLEEAQLQDLEKALVLANPEVSLWRKQKELQYLQGHLVSSDLSPRVTAVCGVVLPGQLPAPGELGGNRSSSREQELALR.... Result: 1 (interaction). (4) The miRNA is hsa-miR-105-3p with sequence ACGGAUGUUUGAGCAUGUGCUA. The protein sequence of the target gene is MAAGSGGSGGSGAGPGPGPGPGGGGGPGSSGPGLGSGGGLGGGGELHPRTGRLVSLSACGRTARRQQPGQEFNHGLVLSREPLRDGRVFTVRIDRKVNSWSGSIEIGVTALDPSVLDFPSSATGLKGGSWVVSGCSVLRDGRSVLEEYGQDLDQLVEGDRVGVERTATGELRLWVNGRDCGVAATGLPARVWAVVDLYGKCTQITVLPSEPGFSPPTPVPTPPLEPLAPPEDSALLEQGTSVDEAFMVSPAQARPETFPNSLDSHNDFASMELSEVVSNAILSAYNGGLLNVSLSSPPAG.... Result: 0 (no interaction). (5) The miRNA is hsa-miR-627-3p with sequence UCUUUUCUUUGAGACUCACU. The protein sequence of the target gene is METSRSRGGGGAVSERGGAGASVGVCRRKAEAGAGTGTLAADMDLHCDCAAETPAAEPPSGKINKAAFKLFKKRKSGGTMPSIFGVKNKGDGKSSGPTGLVRSRTHDGLAEVLVLESGRKEEPRGGGDSGGGGGGRPNPGPPRAAGPGGGSLASSSVAKSHSFFSLLKKNGRSENGKGEPVDASKAGGKQKRGLRGLFSGMRWHRKDKRAKAEAAEGRAPGGGLILPGSLTASLECVKEETPRAAREPEEPSQDAPRDPAGEPAGGEEVPAPADRAPARSCREAEGLAHPGDTGARGEDA.... Result: 0 (no interaction).